Dataset: Catalyst prediction with 721,799 reactions and 888 catalyst types from USPTO. Task: Predict which catalyst facilitates the given reaction. (1) The catalyst class is: 1. Product: [C:46]([C@@H:48]([NH:53][C:54]([C@@H:56]1[CH2:61][CH2:60][CH2:59][CH2:58][C@@H:57]1[NH:62][C:63]([C:65]1[N:66]([CH2:74][C:75]([OH:78])([CH3:76])[CH3:77])[C:67]2[C:72]([CH:73]=1)=[CH:71][CH:70]=[CH:69][CH:68]=2)=[O:64])=[O:55])[CH2:49][CH:50]([CH3:52])[CH3:51])#[N:47]. Reactant: CCCC[N+](CCCC)(CCCC)CCCC.[F-].CC(O[Si](C(C)C)(C(C)C)C(C)C)(C)CN1C2C(=CC=CC=2)C=C1C(O)=O.[C:46]([CH:48]([NH:53][C:54]([CH:56]1[CH2:61][CH2:60][CH2:59][CH2:58][CH:57]1[NH:62][C:63]([C:65]1[N:66]([CH2:74][C:75]([OH:78])([CH3:77])[CH3:76])[C:67]2[C:72]([CH:73]=1)=[CH:71][CH:70]=[CH:69][CH:68]=2)=[O:64])=[O:55])[CH2:49][CH:50]([CH3:52])[CH3:51])#[N:47]. (2) Reactant: [H-].[Na+].[CH:3]([C:6]1[CH:25]=[CH:24][C:9]([O:10][CH2:11][C:12]([NH:14][C:15]2[CH:16]=[C:17]([CH:21]=C[CH:23]=2)C([O-])=O)=[O:13])=[CH:8][C:7]=1[CH3:26])([CH3:5])[CH3:4].[CH3:27]I.[C:29]([O:32][CH2:33]C)(=[O:31])[CH3:30]. Product: [CH:3]([C:6]1[CH:25]=[CH:24][C:9]([O:10][CH2:11][C:12]([N:14]([C:15]2[CH:23]=[C:30]([CH:21]=[CH:17][CH:16]=2)[C:29]([O:32][CH3:33])=[O:31])[CH3:27])=[O:13])=[CH:8][C:7]=1[CH3:26])([CH3:4])[CH3:5]. The catalyst class is: 3. (3) Reactant: [Br:1][C:2]1[C:10]2[C:9]([N:11]3[CH2:16][CH2:15][CH:14]([N:17]([CH3:26])[C:18]([C:20]4[CH:25]=[CH:24][N:23]=[CH:22][CH:21]=4)=[O:19])[CH2:13][CH2:12]3)=[N:8][CH:7]=[N:6][C:5]=2[N:4](S(C2C=CC=CC=2)(=O)=O)[CH:3]=1.O1CCCC1.C(=O)([O-])[O-].[Cs+].[Cs+]. Product: [Br:1][C:2]1[C:10]2[C:9]([N:11]3[CH2:12][CH2:13][CH:14]([N:17]([CH3:26])[C:18]([C:20]4[CH:25]=[CH:24][N:23]=[CH:22][CH:21]=4)=[O:19])[CH2:15][CH2:16]3)=[N:8][CH:7]=[N:6][C:5]=2[NH:4][CH:3]=1. The catalyst class is: 5. (4) Reactant: [Br:1][C:2]1[CH:3]=[CH:4][C:5]([OH:10])=[C:6]([CH:9]=1)[CH:7]=[O:8].[CH2:11](Br)[CH3:12].C(=O)([O-])[O-].[K+].[K+]. Product: [Br:1][C:2]1[CH:3]=[CH:4][C:5]([O:10][CH2:11][CH3:12])=[C:6]([CH:9]=1)[CH:7]=[O:8]. The catalyst class is: 9. (5) Reactant: [CH2:1]([O:8][C:9]([NH:11][CH2:12][CH2:13][CH2:14][C@@H:15]([NH:19][C:20]([O:22][C:23]([CH3:26])([CH3:25])[CH3:24])=[O:21])[C:16]([OH:18])=O)=[O:10])[C:2]1[CH:7]=[CH:6][CH:5]=[CH:4][CH:3]=1.Cl.[CH3:28][O:29][NH:30][CH3:31].C1CN([P+](ON2N=NC3C=CC=CC2=3)(N2CCCC2)N2CCCC2)CC1.F[P-](F)(F)(F)(F)F.CCN(C(C)C)C(C)C. Product: [CH3:28][O:29][N:30]([CH3:31])[C:16](=[O:18])[C@H:15]([NH:19][C:20]([O:22][C:23]([CH3:26])([CH3:25])[CH3:24])=[O:21])[CH2:14][CH2:13][CH2:12][NH:11][C:9]([O:8][CH2:1][C:2]1[CH:3]=[CH:4][CH:5]=[CH:6][CH:7]=1)=[O:10]. The catalyst class is: 23.